Dataset: Forward reaction prediction with 1.9M reactions from USPTO patents (1976-2016). Task: Predict the product of the given reaction. (1) Given the reactants [C:1]1(=[O:10])[C:5]2=[CH:6][S:7][CH:8]=[C:4]2[C:3](=[O:9])[O:2]1.[OH:11][CH2:12][N:13]1[C:18](=[O:19])[CH2:17][CH2:16][CH:15]([N:20]2[C:28](=[O:29])[C:27]3[C:22](=[CH:23][CH:24]=[CH:25][CH:26]=3)[C:21]2=[O:30])[C:14]1=[O:31], predict the reaction product. The product is: [O:29]=[C:28]1[C:27]2[C:22](=[CH:23][CH:24]=[CH:25][CH:26]=2)[C:21](=[O:30])[N:20]1[CH:15]1[CH2:16][CH2:17][C:18](=[O:19])[N:13]([CH2:12][O:11][C:3]([C:4]2[C:5]([C:1]([OH:10])=[O:2])=[CH:6][S:7][CH:8]=2)=[O:9])[C:14]1=[O:31]. (2) Given the reactants [NH2:1][C:2]1[NH:3][C:4]2[CH:10]=[CH:9][CH:8]=[CH:7][C:5]=2[N:6]=1.[H-].[Na+].C1(C)C=CC(S(O[C@H:23]2[CH2:30][CH2:29][CH2:28][C@@H:27](OS(C3C=CC(C)=CC=3)(=O)=O)[CH2:26][CH2:25][CH2:24]2)(=O)=O)=CC=1, predict the reaction product. The product is: [NH2:1][C:2]1[N:6]([C@H:23]2[CH2:24][CH2:25][CH2:26][C@@H:27]([N:3]3[C:4]4[CH:10]=[CH:9][CH:8]=[CH:7][C:5]=4[N:6]=[C:2]3[NH2:1])[CH2:28][CH2:29][CH2:30]2)[C:5]2[CH:7]=[CH:8][CH:9]=[CH:10][C:4]=2[N:3]=1. (3) Given the reactants [NH2:1][C:2]1[N:7]=[C:6](/[C:8](=[C:11]2\[NH:12][C:13]3[CH:21]=[CH:20][CH:19]=[CH:18][C:14]=3[N:15]\2[CH2:16][CH3:17])/[C:9]#[N:10])[C:5]([CH3:22])=[CH:4][N:3]=1.[C:23]([NH:31][CH2:32][CH2:33][C:34](O)=[O:35])(=[O:30])[C:24]1[CH:29]=[CH:28][CH:27]=[CH:26][CH:25]=1, predict the reaction product. The product is: [C:9](/[C:8](=[C:11]1/[NH:12][C:13]2[CH:21]=[CH:20][CH:19]=[CH:18][C:14]=2[N:15]/1[CH2:16][CH3:17])/[C:6]1[C:5]([CH3:22])=[CH:4][N:3]=[C:2]([NH:1][C:34](=[O:35])[CH2:33][CH2:32][NH:31][C:23](=[O:30])[C:24]2[CH:29]=[CH:28][CH:27]=[CH:26][CH:25]=2)[N:7]=1)#[N:10]. (4) Given the reactants [C:1]([O:5][C:6]([N:8]1[CH2:13][CH2:12][CH:11]([CH:14]([C:16]([O:18]C)=[O:17])[CH3:15])[CH2:10][CH2:9]1)=[O:7])([CH3:4])([CH3:3])[CH3:2].[Li+].[OH-], predict the reaction product. The product is: [C:1]([O:5][C:6]([N:8]1[CH2:13][CH2:12][CH:11]([CH:14]([C:16]([OH:18])=[O:17])[CH3:15])[CH2:10][CH2:9]1)=[O:7])([CH3:2])([CH3:3])[CH3:4].